Regression. Given a peptide amino acid sequence and an MHC pseudo amino acid sequence, predict their binding affinity value. This is MHC class II binding data. From a dataset of Peptide-MHC class II binding affinity with 134,281 pairs from IEDB. (1) The peptide sequence is FAVVDLNKMRAVWVDGKART. The MHC is DRB1_0401 with pseudo-sequence DRB1_0401. The binding affinity (normalized) is 0.495. (2) The peptide sequence is AQLGYTIRQLERLLQ. The MHC is DRB1_1501 with pseudo-sequence DRB1_1501. The binding affinity (normalized) is 0.386. (3) The peptide sequence is GLTDPKAFKSLKDLW. The MHC is DRB1_0101 with pseudo-sequence DRB1_0101. The binding affinity (normalized) is 0.484. (4) The peptide sequence is IGEGKVTLRIRNVRF. The MHC is DRB3_0101 with pseudo-sequence DRB3_0101. The binding affinity (normalized) is 0.374. (5) The peptide sequence is LGHDGTVWAQSADFP. The MHC is HLA-DQA10104-DQB10503 with pseudo-sequence HLA-DQA10104-DQB10503. The binding affinity (normalized) is 0.0410. (6) The peptide sequence is AFKVAATAANAAPPN. The MHC is DRB1_1001 with pseudo-sequence DRB1_1001. The binding affinity (normalized) is 0.949. (7) The peptide sequence is RKKYFAATQFEPLAA. The MHC is HLA-DPA10103-DPB10401 with pseudo-sequence HLA-DPA10103-DPB10401. The binding affinity (normalized) is 1.00.